This data is from Drug-target binding data from BindingDB using IC50 measurements. The task is: Regression. Given a target protein amino acid sequence and a drug SMILES string, predict the binding affinity score between them. We predict pIC50 (pIC50 = -log10(IC50 in M); higher means more potent). Dataset: bindingdb_ic50. (1) The small molecule is O=C(Cc1cc(C(F)(F)F)cc(C(F)(F)F)c1)NC(Cc1ccccc1)c1cn(-c2ccc(-c3cn4c(n3)sc3ccccc34)cc2)nn1. The target protein (Q75ZY9) has sequence MKAPAVLAPGILVLLFTLVQKSYGECKEALVKSEMNVNMKYQLPNFTAETPIQNVVLHKHHIYLGAVNYIYVLNDKDLQKVAEYKTGPVLEHPDCSPCQDCSHKANLSGGVWEDNINMALLVDTYYDDQLISCGSVHRGTCQRHILPPSNIADIQSEVHCMYSSQADEEPSQCPDCVVSALGTKVLISEKDRFINFFVGNTINSSDHPDHSLHSISVRRLKETQDGFKFLTDQSYIDVLPEFRDSYPIKYVHAFESNHFIYFLTVQRETLDAQTFHTRIIRFCSVDSGLHSYMEMPLECILTEKRRKRSTREEVFNILQAAYVSKPGAHLAKQIGANLNDDILYGVFAQSKPDSAEPMNRSAVCAFPIKYVNEFFNKIVNKNNVRCLQHFYGPNHEHCFNRTLLRNSSGCEARNDEYRTEFTTALQRVDLFMGQFNQVLLTSISTFIKGDLTIANLGTSEGRFMQVVVSRSGLSTPHVNFRLDSHPVSPEAIVEHPLNQN.... The pIC50 is 6.2. (2) The compound is CCNC(=O)Nc1cn2c(-c3ncc(C)cn3)cc(-c3ccn(CCOC)c(=O)c3)cc2n1. The target protein (P0A4L9) has sequence MTEEIKNLQAQDYDASQIQVLEGLEAVRMRPGMYIGSTSKEGLHHLVWEIVDNSIDEALAGFASHIQVFIEPDDSITVVDDGRGIPVDIQEKTGRPAVETVFTVLHAGGKFGGGGYKVSGGLHGVGSSVVNALSTQLDVHVHKNGKIHYQEYRRGHVVADLEIVGDTDKTGTTVHFTPDPKIFTETTIFDFDKLNKRIQELAFLNRGLQISITDKRQGLEQTKHYHYEGGIASYVEYINENKDVIFDTPIYTDGEMDDITVEVAMQYTTGYHENVMSFANNIHTHEGGTHEQGFRTALTRVINDYARKNKLLKDNEDNLTGEDVREGLTAVISVKHPNPQFEGQTKTKLGNSEVVKITNRLFSEAFSDFLMENPQIAKRIVEKGILAAKARVAAKRAREVTRKKSGLEISNLPGKLADCSSNNPAETELFIVEGDSAGGSAKSGRNREFQAILPIRGKILNVEKASMDKILANEEIRSLFTAMGTGFGAEFDVSKARYQK.... The pIC50 is 6.4. (3) The small molecule is N[C@H](C(=O)O)C(NS(=O)(=O)c1ccccc1)C(=O)O. The target protein (P43005) has sequence MGKPARKGCEWKRFLKNNWVLLSTVAAVVLGITTGVLVREHSNLSTLEKFYFAFPGEILMRMLKLIILPLIISSMITGVAALDSNVSGKIGLRAVVYYFCTTLIAVILGIVLVVSIKPGVTQKVGEIARTGSTPEVSTVDAMLDLIRNMFPENLVQACFQQYKTKREEVKPPSDPEMNMTEESFTAVMTTAISKNKTKEYKIVGMYSDGINVLGLIVFCLVFGLVIGKMGEKGQILVDFFNALSDATMKIVQIIMCYMPLGILFLIAGKIIEVEDWEIFRKLGLYMATVLTGLAIHSIVILPLIYFIVVRKNPFRFAMGMAQALLTALMISSSSATLPVTFRCAEENNQVDKRITRFVLPVGATINMDGTALYEAVAAVFIAQLNDLDLGIGQIITISITATSASIGAAGVPQAGLVTMVIVLSAVGLPAEDVTLIIAVDWLLDRFRTMVNVLGDAFGTGIVEKLSKKELEQMDVSSEVNIVNPFALESTILDNEDSDTK.... The pIC50 is 5.2. (4) The small molecule is Cc1ccnc2c1nc(C(C)C)n2Cc1ccc(-c2ccccc2-c2nnn[nH]2)cc1. The target protein sequence is MKTVFILISMLFPVAVMAQKSVKISDDISITQLSDKVYTYVSLAEIEGWGMVPSNGMIVINNHQAALLDTPINDAQTETLVNWVADSLHAKVTTFIPNHWHGDCIGGLGYLQKKGVQSYANQMTIDLAKEKGLPVPEHGFTDSLTVSLDGMPLQCYYLGGGHATDNIVVWLPTENILFGGCMLKDNQATSIGNISDADVTAWPKTLDKVKAKFPSARYVVPGHGDYGGTELIEHPKQIVNQYIESTSKP. The pIC50 is 5.7. (5) The drug is O=C(O)c1ccc(NC(=O)c2cccc(CC3CCCCC3)n2)c(Cc2ccccc2)c1. The target protein (Q2HRB2) has sequence MVRPTEAEVKKSLSRLPAARKRAGNRAHLATYRRLLKYSTLPDLWRFLSSRPQNPPLGHHRLFFEVTLGHRIADCVILVSGGHQPVCYVVELKTCLSHQLIPTNTVRTSQRAQGLCQLSDSIHYIAHSAPPGTEAWTITPLLIFKNQKTLKTVYSESPGAFPTPVHTTEGKLCAFLTARENADIRKVLSKVPKKPKMDRGGKILGPTPGKRAVYSQAHHGRNKKGRPWTAQPTRAKSRTKDKGTPAFPRAGPACSGP. The pIC50 is 5.8.